This data is from Forward reaction prediction with 1.9M reactions from USPTO patents (1976-2016). The task is: Predict the product of the given reaction. (1) Given the reactants [CH3:1][N:2]1[C:7]2=[N:8][C:9]([C:14]([O:16]CC)=O)=[C:10]([OH:13])[C:11](=[O:12])[N:6]2[CH2:5][C:4](=[O:19])[N:3]1[CH3:20].[F:21][C:22]1[CH:29]=[CH:28][C:25]([CH2:26][NH2:27])=[CH:24][C:23]=1[CH3:30], predict the reaction product. The product is: [F:21][C:22]1[CH:29]=[CH:28][C:25]([CH2:26][NH:27][C:14]([C:9]2[N:8]=[C:7]3[N:6]([C:11](=[O:12])[C:10]=2[OH:13])[CH2:5][C:4](=[O:19])[N:3]([CH3:20])[N:2]3[CH3:1])=[O:16])=[CH:24][C:23]=1[CH3:30]. (2) Given the reactants [CH:1](=O)[CH2:2][CH2:3][CH2:4][CH2:5][CH2:6][CH2:7][CH3:8].[O-]S([O-])(=O)=O.[Na+].[Na+].[CH2:17]([O:24][NH2:25])[C:18]1[CH:23]=[CH:22][CH:21]=[CH:20][CH:19]=1.N#N, predict the reaction product. The product is: [CH2:17]([O:24][N:25]=[CH:1][CH2:2][CH2:3][CH2:4][CH2:5][CH2:6][CH2:7][CH3:8])[C:18]1[CH:23]=[CH:22][CH:21]=[CH:20][CH:19]=1. (3) Given the reactants FC(F)(F)[C:3]([OH:5])=O.[F:8][C:9]1[CH:14]=[CH:13][C:12]([NH2:15])=[CH:11][C:10]=1[C:16]1[S:17][CH:18]=[CH:19][CH:20]=1.C([N:23](CC)CC)C.N([CH2:31][CH:32]([CH3:37])[C:33]([O:35][CH3:36])=[O:34])=C=O, predict the reaction product. The product is: [F:8][C:9]1[CH:14]=[CH:13][C:12]([NH:15][C:3](=[O:5])[NH:23][C:32]([CH3:31])([CH3:37])[C:33]([O:35][CH3:36])=[O:34])=[CH:11][C:10]=1[C:16]1[S:17][CH:18]=[CH:19][CH:20]=1. (4) Given the reactants [C:1]([O:4][C:5]1[C:6]([CH3:21])=[C:7]2[C:15](=[C:16]([CH3:19])[C:17]=1[CH3:18])[O:14][C:10]1([CH2:13][CH2:12][CH2:11]1)[CH2:9][C:8]2=O)(=[O:3])[CH3:2].Cl.C[NH:24][OH:25].[C:26]([O-])(=O)C.[Na+], predict the reaction product. The product is: [C:1]([O:4][C:5]1[C:6]([CH3:21])=[C:7]2[C:15](=[C:16]([CH3:19])[C:17]=1[CH3:18])[O:14][C:10]1([CH2:11][CH2:12][CH2:13]1)[CH2:9][C:8]2=[N:24][O:25][CH3:26])(=[O:3])[CH3:2]. (5) Given the reactants [Cl:1][C:2]1[CH:7]=[C:6]([O:8][CH3:9])[CH:5]=[CH:4][C:3]=1[CH2:10][C:11]([C:13]1[CH:20]=[C:19]([CH3:21])[C:16]([C:17]#[N:18])=[C:15]([CH3:22])[CH:14]=1)=[O:12].[H-].[Na+].[CH3:25]I, predict the reaction product. The product is: [Cl:1][C:2]1[CH:7]=[C:6]([O:8][CH3:9])[CH:5]=[CH:4][C:3]=1[CH:10]([CH3:25])[C:11]([C:13]1[CH:14]=[C:15]([CH3:22])[C:16]([C:17]#[N:18])=[C:19]([CH3:21])[CH:20]=1)=[O:12].